Dataset: Forward reaction prediction with 1.9M reactions from USPTO patents (1976-2016). Task: Predict the product of the given reaction. (1) Given the reactants [CH2:1]([O:3][C:4](=[O:37])[CH2:5][C:6](=[O:36])[NH:7][C:8]1[CH:13]=[CH:12][C:11]([C:14]([C:16]2[S:17][CH:18]=[C:19]([C:21]3[CH:26]=[CH:25][CH:24]=[CH:23][CH:22]=3)[N:20]=2)=[O:15])=[CH:10][C:9]=1[C:27](=O)[C:28]1[CH:33]=[CH:32][CH:31]=[C:30]([Cl:34])[CH:29]=1)[CH3:2].CC(O)(C)C.[K].Cl, predict the reaction product. The product is: [Cl:34][C:30]1[CH:29]=[C:28]([C:27]2[C:9]3[C:8](=[CH:13][CH:12]=[C:11]([C:14]([C:16]4[S:17][CH:18]=[C:19]([C:21]5[CH:22]=[CH:23][CH:24]=[CH:25][CH:26]=5)[N:20]=4)=[O:15])[CH:10]=3)[NH:7][C:6](=[O:36])[C:5]=2[C:4]([O:3][CH2:1][CH3:2])=[O:37])[CH:33]=[CH:32][CH:31]=1. (2) Given the reactants [O:1]=[C:2]1[N:6]2[CH:7]([C:12](OC)=[O:13])[CH2:8][CH2:9][CH2:10][CH2:11][C:5]2=[N:4][O:3]1.[BH4-].[Li+], predict the reaction product. The product is: [OH:13][CH2:12][CH:7]1[N:6]2[C:2](=[O:1])[O:3][N:4]=[C:5]2[CH2:11][CH2:10][CH2:9][CH2:8]1. (3) Given the reactants [OH:1][C:2]1[CH:3]=[C:4]([C:19]([F:22])([F:21])[F:20])[C:5]2[CH:6]=[CH:7][C:8]3[N:9]([CH:12]=[C:13]([C:15]([NH:17][NH2:18])=[O:16])[N:14]=3)[C:10]=2[N:11]=1.[CH3:23]C1C=CC(S(O)(=O)=O)=CC=1.C(OC(OCC)OCC)C, predict the reaction product. The product is: [O:16]1[CH:23]=[N:18][N:17]=[C:15]1[C:13]1[N:14]=[C:8]2[CH:7]=[CH:6][C:5]3[C:4]([C:19]([F:20])([F:21])[F:22])=[CH:3][C:2]([OH:1])=[N:11][C:10]=3[N:9]2[CH:12]=1. (4) Given the reactants [CH2:1]([C:3]1[C:4]([O:46][CH3:47])=[CH:5][CH:6]=[C:7]2[C:12]=1[N:11]=[C:10]([C:13]1[S:14][CH:15]=[C:16]([CH:18]([CH3:20])[CH3:19])[N:17]=1)[CH:9]=[C:8]2[O:21][CH:22]1[CH2:39][CH:38]2[CH:24]([C:25](=[O:45])[N:26]([CH3:44])[CH2:27][CH2:28][CH2:29][CH2:30][CH:31]=[CH:32][CH:33]3[C:35]([C:41]([OH:43])=O)([NH:36][C:37]2=[O:40])[CH2:34]3)[CH2:23]1)[CH3:2].[CH:48]1([S:51]([NH2:54])(=[O:53])=[O:52])[CH2:50][CH2:49]1.ClC1C(OC)=CC=C2C=1N=C(C1SC=C(C(C)C)N=1)C=C2OC1CC2C(C(=O)N(C)CCCCC=CC3C(C(NS(C4CC4)(=O)=O)=O)(NC2=O)C3)C1, predict the reaction product. The product is: [CH2:1]([C:3]1[C:4]([O:46][CH3:47])=[CH:5][CH:6]=[C:7]2[C:12]=1[N:11]=[C:10]([C:13]1[S:14][CH:15]=[C:16]([CH:18]([CH3:20])[CH3:19])[N:17]=1)[CH:9]=[C:8]2[O:21][CH:22]1[CH2:39][CH:38]2[CH:24]([C:25](=[O:45])[N:26]([CH3:44])[CH2:27][CH2:28][CH2:29][CH2:30][CH:31]=[CH:32][CH:33]3[C:35]([C:41]([NH:54][S:51]([CH:48]4[CH2:50][CH2:49]4)(=[O:53])=[O:52])=[O:43])([NH:36][C:37]2=[O:40])[CH2:34]3)[CH2:23]1)[CH3:2]. (5) Given the reactants Cl.C([N:9]1[CH2:14][CH2:13][CH:12]([NH:15][S:16]([C:19]2[CH:24]=[C:23]([S:25]([C:28]3[CH:33]=[CH:32][C:31]([F:34])=[CH:30][CH:29]=3)(=[O:27])=[O:26])[CH:22]=[CH:21][C:20]=2[CH3:35])(=[O:18])=[O:17])[CH2:11][CH2:10]1)C1C=CC=CC=1, predict the reaction product. The product is: [F:34][C:31]1[CH:32]=[CH:33][C:28]([S:25]([C:23]2[CH:22]=[CH:21][C:20]([CH3:35])=[C:19]([S:16]([NH:15][CH:12]3[CH2:11][CH2:10][NH:9][CH2:14][CH2:13]3)(=[O:17])=[O:18])[CH:24]=2)(=[O:26])=[O:27])=[CH:29][CH:30]=1. (6) Given the reactants [Cl:1][C:2]1[CH:7]=[C:6]([NH2:8])[CH:5]=[CH:4][N:3]=1.S(=O)(=O)(O)O.[N+:14]([O-])([OH:16])=[O:15].N, predict the reaction product. The product is: [Cl:1][C:2]1[CH:7]=[C:6]([NH:8][N+:14]([O-:16])=[O:15])[CH:5]=[CH:4][N:3]=1.